This data is from Full USPTO retrosynthesis dataset with 1.9M reactions from patents (1976-2016). The task is: Predict the reactants needed to synthesize the given product. (1) Given the product [N:12]1([CH:2]([CH3:11])[C:3]([C:5]2[CH:10]=[CH:9][CH:8]=[CH:7][CH:6]=2)=[O:4])[CH:16]=[CH:15][N:14]=[CH:13]1, predict the reactants needed to synthesize it. The reactants are: Br[CH:2]([CH3:11])[C:3]([C:5]1[CH:10]=[CH:9][CH:8]=[CH:7][CH:6]=1)=[O:4].[NH:12]1[CH:16]=[CH:15][N:14]=[CH:13]1.C(C(CC)(CC)CN)C.C(OCC)(=O)C. (2) Given the product [ClH:30].[NH:1]1[CH2:4][CH2:3][C@H:2]1[CH2:5][O:6][C:7]1[CH:8]=[N:9][CH:10]=[C:11]([C:13]2[CH:18]=[CH:17][CH:16]=[C:15]([CH2:19][C@@H:20]([O:28][CH3:29])[CH2:21][C:22]3[CH:27]=[CH:26][CH:25]=[CH:24][CH:23]=3)[CH:14]=2)[CH:12]=1, predict the reactants needed to synthesize it. The reactants are: [NH:1]1[CH2:4][CH2:3][C@H:2]1[CH2:5][O:6][C:7]1[CH:8]=[N:9][CH:10]=[C:11]([C:13]2[CH:18]=[CH:17][CH:16]=[C:15]([CH2:19][C@@H:20]([O:28][CH3:29])[CH2:21][C:22]3[CH:27]=[CH:26][CH:25]=[CH:24][CH:23]=3)[CH:14]=2)[CH:12]=1.[ClH:30].